This data is from Forward reaction prediction with 1.9M reactions from USPTO patents (1976-2016). The task is: Predict the product of the given reaction. (1) Given the reactants [CH3:1][O:2][C:3]([CH:5]1[CH2:10][CH2:9][CH:8]([C:11](=O)[C:12]2[CH:17]=[CH:16][CH:15]=[CH:14][C:13]=2[O:18][CH3:19])[CH2:7][CH2:6]1)=[O:4].C([SiH](CC)CC)C, predict the reaction product. The product is: [CH3:1][O:2][C:3]([CH:5]1[CH2:6][CH2:7][CH:8]([CH2:11][C:12]2[CH:17]=[CH:16][CH:15]=[CH:14][C:13]=2[O:18][CH3:19])[CH2:9][CH2:10]1)=[O:4]. (2) Given the reactants [N+:1]([C:4]1[C:13]2[O:12][C@@:11]([CH3:19])([CH:14]([O:17][CH3:18])[O:15][CH3:16])[C@H:10]3[O:20][C@H:9]3[C:8]=2[CH:7]=[CH:6][CH:5]=1)([O-:3])=[O:2].[Cl:21][C:22]1[CH:27]=[CH:26][C:25]([NH:28][CH2:29][C:30]2[N:31]=[N:32][N:33]([CH3:35])[N:34]=2)=[CH:24][CH:23]=1, predict the reaction product. The product is: [N+:1]([C:4]1[C:13]2[O:12][C@@:11]([CH3:19])([CH:14]([O:17][CH3:18])[O:15][CH3:16])[C@@H:10]([OH:20])[C@H:9]([N:28]([C:25]3[CH:26]=[CH:27][C:22]([Cl:21])=[CH:23][CH:24]=3)[CH2:29][C:30]3[N:31]=[N:32][N:33]([CH3:35])[N:34]=3)[C:8]=2[CH:7]=[CH:6][CH:5]=1)([O-:3])=[O:2]. (3) Given the reactants NC(CC1N=CSC=1)C(OC(C)(C)C)=O.C1(C(C2C=CC=CC=2)=[N:23][CH:24]([CH2:32][C:33]2[CH:37]=[CH:36][S:35][N:34]=2)[C:25]([O:27][C:28]([CH3:31])([CH3:30])[CH3:29])=[O:26])C=CC=CC=1, predict the reaction product. The product is: [NH2:23][CH:24]([CH2:32][C:33]1[CH:37]=[CH:36][S:35][N:34]=1)[C:25]([O:27][C:28]([CH3:31])([CH3:30])[CH3:29])=[O:26]. (4) Given the reactants [Cl:1][C:2]1[CH:3]=[CH:4][C:5]([C:35]([F:38])([F:37])[F:36])=[C:6]([C:8]2[C:13]([O:14][CH3:15])=[CH:12][N:11]([CH:16]([CH3:33])[C:17]([NH:19][C:20]3[CH:32]=[CH:31][C:23]([C:24]([O:26]C(C)(C)C)=[O:25])=[CH:22][CH:21]=3)=[O:18])[C:10](=[O:34])[CH:9]=2)[CH:7]=1.C(O)(C(F)(F)F)=O, predict the reaction product. The product is: [Cl:1][C:2]1[CH:3]=[CH:4][C:5]([C:35]([F:38])([F:36])[F:37])=[C:6]([C:8]2[C:13]([O:14][CH3:15])=[CH:12][N:11]([CH:16]([CH3:33])[C:17]([NH:19][C:20]3[CH:32]=[CH:31][C:23]([C:24]([OH:26])=[O:25])=[CH:22][CH:21]=3)=[O:18])[C:10](=[O:34])[CH:9]=2)[CH:7]=1.